Dataset: Forward reaction prediction with 1.9M reactions from USPTO patents (1976-2016). Task: Predict the product of the given reaction. Given the reactants [Cl:1][C:2]1[CH:3]=[C:4]([C:9]#[C:10][Si](C)(C)C)[C:5]([NH2:8])=[N:6][CH:7]=1.[F-].[K+], predict the reaction product. The product is: [Cl:1][C:2]1[CH:3]=[C:4]([C:9]#[CH:10])[C:5]([NH2:8])=[N:6][CH:7]=1.